The task is: Predict the reactants needed to synthesize the given product.. This data is from Full USPTO retrosynthesis dataset with 1.9M reactions from patents (1976-2016). (1) Given the product [Cl:10][C:11]1[CH:12]=[C:13]([C:2]2[N:7]=[C:6]([CH:8]=[O:9])[CH:5]=[CH:4][CH:3]=2)[CH:14]=[CH:15][C:16]=1[Cl:17], predict the reactants needed to synthesize it. The reactants are: Br[C:2]1[N:7]=[C:6]([CH:8]=[O:9])[CH:5]=[CH:4][CH:3]=1.[Cl:10][C:11]1[CH:12]=[C:13](B(O)O)[CH:14]=[CH:15][C:16]=1[Cl:17].C(=O)([O-])[O-].[Na+].[Na+]. (2) Given the product [CH:1]1([O:6][C:7]2[CH:8]=[C:9]([C:15]3[CH2:19][C:18]([C:20]4[NH:21][C:25](=[S:26])[O:23][N:22]=4)([CH3:24])[O:17][N:16]=3)[CH:10]=[CH:11][C:12]=2[O:13][CH3:14])[CH2:5][CH2:4][CH2:3][CH2:2]1, predict the reactants needed to synthesize it. The reactants are: [CH:1]1([O:6][C:7]2[CH:8]=[C:9]([C:15]3[CH2:19][C:18]([CH3:24])([C:20]([NH:22][OH:23])=[NH:21])[O:17][N:16]=3)[CH:10]=[CH:11][C:12]=2[O:13][CH3:14])[CH2:5][CH2:4][CH2:3][CH2:2]1.[C:25](N1C=CN=C1)(N1C=CN=C1)=[S:26]. (3) The reactants are: C([O:5][C:6]([C:8]1[CH:13]=[CH:12][C:11]([C:14]2[CH:15]=[CH:16][CH:17]=[C:18]3[C:22]=2[NH:21][C:20]([C:23]([O:25][CH2:26][CH3:27])=[O:24])=[C:19]3[CH2:28][CH2:29][CH2:30][O:31][C:32]2[C:41]3[C:36](=[CH:37][CH:38]=[CH:39][CH:40]=3)[CH:35]=[CH:34][CH:33]=2)=[C:10]([CH3:42])[CH:9]=1)=[O:7])(C)(C)C. Given the product [CH2:26]([O:25][C:23]([C:20]1[NH:21][C:22]2[C:18]([C:19]=1[CH2:28][CH2:29][CH2:30][O:31][C:32]1[C:41]3[C:36](=[CH:37][CH:38]=[CH:39][CH:40]=3)[CH:35]=[CH:34][CH:33]=1)=[CH:17][CH:16]=[CH:15][C:14]=2[C:11]1[CH:12]=[CH:13][C:8]([C:6]([OH:7])=[O:5])=[CH:9][C:10]=1[CH3:42])=[O:24])[CH3:27], predict the reactants needed to synthesize it. (4) Given the product [Cl:28][C:16]1[CH:17]=[CH:18][C:19]([CH:21]=[O:22])=[N:20][C:15]=1[O:14][CH3:13], predict the reactants needed to synthesize it. The reactants are: CN1CCNCC1.C([Li])CCC.[CH3:13][O:14][C:15]1[N:20]=[C:19]([CH:21]=[O:22])[CH:18]=[CH:17][CH:16]=1.C([Li])(C)(C)C.[Cl:28]C(Cl)(Cl)C(Cl)(Cl)Cl. (5) Given the product [C:43]([O:42][C:40]([N:59]1[CH2:58][CH2:57][NH:56][C:55](=[O:60])[CH:54]1[C:51]1[CH:52]=[CH:53][C:48]([Cl:47])=[CH:49][CH:50]=1)=[O:41])([CH3:44])([CH3:45])[CH3:46], predict the reactants needed to synthesize it. The reactants are: COC(=O)CC1C=CC(Cl)=CC=1.BrN1C(=O)CCC1=O.C(N)CN.C(N(CC)CC)C.[C:43]([O:42][C:40](O[C:40]([O:42][C:43]([CH3:46])([CH3:45])[CH3:44])=[O:41])=[O:41])([CH3:46])([CH3:45])[CH3:44].[Cl:47][C:48]1[CH:53]=[CH:52][C:51]([CH:54]2[NH:59][CH2:58][CH2:57][NH:56][C:55]2=[O:60])=[CH:50][CH:49]=1. (6) Given the product [OH:1][C:2]1[CH:3]=[C:4]([CH:8]=[C:9]([OH:11])[CH:10]=1)[C:5]([NH2:14])=[O:6], predict the reactants needed to synthesize it. The reactants are: [OH:1][C:2]1[CH:3]=[C:4]([CH:8]=[C:9]([OH:11])[CH:10]=1)[C:5](O)=[O:6].Cl.C[N:14](C)CCCN=C=NCC.O.ON1C2C=CC=CC=2N=N1.CCN(CC)CC. (7) Given the product [S:1]1[C:5]2[CH:6]=[CH:7][CH:8]=[CH:9][C:4]=2[N:3]=[C:2]1[C:10]1[C:11]([NH:22][C@H:23]2[C@@H:27]3[O:28][C:29]([CH3:31])([CH3:32])[O:30][C@@H:26]3[C@@H:25]([CH2:33][OH:34])[CH2:24]2)=[N:12][C:13]([CH2:35][CH3:36])=[N:14][C:15]=1[O:16][CH3:17], predict the reactants needed to synthesize it. The reactants are: [S:1]1[C:5]2[CH:6]=[CH:7][CH:8]=[CH:9][C:4]=2[N:3]=[C:2]1[C:10]1[C:11]([NH:22][C@H:23]2[C@@H:27]3[O:28][C:29]([CH3:32])([CH3:31])[O:30][C@@H:26]3[C@@H:25]([CH2:33][OH:34])[CH2:24]2)=[N:12][C:13](S(C)(=O)=O)=[N:14][C:15]=1[O:16][CH3:17].[CH3:35][CH2:36][Mg+].[Br-].